Dataset: Forward reaction prediction with 1.9M reactions from USPTO patents (1976-2016). Task: Predict the product of the given reaction. (1) Given the reactants CC1(C)C(C)(C)OB([C:9]2[CH:10]=[C:11]([C:15]([OH:18])([CH3:17])[CH3:16])[CH:12]=[N:13][CH:14]=2)O1.Cl[C:21]1[C:29]([CH:30]2[CH2:32][CH2:31]2)=[C:24]2[CH:25]=[CH:26][CH:27]=[CH:28][N:23]2[N:22]=1.C1(P(C2CCCCC2)C2C=CC=CC=2C2C(OC)=CC=CC=2OC)CCCCC1.[O-]P([O-])([O-])=O.[K+].[K+].[K+], predict the reaction product. The product is: [CH:30]1([C:29]2[C:21]([C:9]3[CH:10]=[C:11]([C:15]([OH:18])([CH3:16])[CH3:17])[CH:12]=[N:13][CH:14]=3)=[N:22][N:23]3[CH:28]=[CH:27][CH:26]=[CH:25][C:24]=23)[CH2:32][CH2:31]1. (2) Given the reactants [CH:1]1([C@H:7]([NH:12][C:13]([C:15]2[S:16][C:17]([C:33]3[CH:38]=[CH:37][C:36]([O:39][C:40]([F:43])([F:42])[F:41])=[CH:35][CH:34]=3)=[CH:18][C:19]=2[NH:20][C:21]([NH:23][C:24]2[C:29]([CH3:30])=[CH:28][C:27]([CH3:31])=[CH:26][C:25]=2[CH3:32])=[O:22])=[O:14])[C:8]([O:10]C)=[O:9])[CH2:6][CH2:5][CH2:4][CH2:3][CH2:2]1.[OH-].[Li+], predict the reaction product. The product is: [CH:1]1([C@H:7]([NH:12][C:13]([C:15]2[S:16][C:17]([C:33]3[CH:38]=[CH:37][C:36]([O:39][C:40]([F:43])([F:41])[F:42])=[CH:35][CH:34]=3)=[CH:18][C:19]=2[NH:20][C:21]([NH:23][C:24]2[C:29]([CH3:30])=[CH:28][C:27]([CH3:31])=[CH:26][C:25]=2[CH3:32])=[O:22])=[O:14])[C:8]([OH:10])=[O:9])[CH2:6][CH2:5][CH2:4][CH2:3][CH2:2]1. (3) Given the reactants [NH2:1][C:2]1[C:11]([I:12])=[CH:10][C:5]([C:6]([O:8]C)=[O:7])=[CH:4][N:3]=1.[OH-].[K+].C1COCC1.Cl, predict the reaction product. The product is: [NH2:1][C:2]1[C:11]([I:12])=[CH:10][C:5]([C:6]([OH:8])=[O:7])=[CH:4][N:3]=1. (4) Given the reactants [SH:1][C:2]1[CH:11]=[CH:10][CH:9]=[CH:8][C:3]=1[C:4]([O:6][CH3:7])=[O:5].I[CH:13]1[CH2:17][CH2:16][CH2:15][CH2:14]1.C(=O)([O-])[O-].[K+].[K+].O, predict the reaction product. The product is: [CH:13]1([S:1][C:2]2[CH:11]=[CH:10][CH:9]=[CH:8][C:3]=2[C:4]([O:6][CH3:7])=[O:5])[CH2:17][CH2:16][CH2:15][CH2:14]1. (5) Given the reactants [F:1][C:2]1[CH:23]=[CH:22][C:5]([NH:6][C:7]2[CH:19]=[C:18]([CH:20]=[CH2:21])[CH:17]=[CH:16][C:8]=2[C:9]([O:11][C:12]([CH3:15])([CH3:14])[CH3:13])=[O:10])=[CH:4][CH:3]=1.Br[C:25]1[CH:30]=[CH:29][CH:28]=[C:27]([CH3:31])[C:26]=1[CH3:32].C(N(CCCC)CCCC)CCC.F[B-](F)(F)F.C(P(C(C)(C)C)C(C)(C)C)(C)(C)C.C(O)(=O)CC(CC(O)=O)(C(O)=O)O, predict the reaction product. The product is: [CH3:32][C:26]1[C:27]([CH3:31])=[CH:28][CH:29]=[CH:30][C:25]=1/[CH:21]=[CH:20]/[C:18]1[CH:17]=[CH:16][C:8]([C:9]([O:11][C:12]([CH3:15])([CH3:13])[CH3:14])=[O:10])=[C:7]([NH:6][C:5]2[CH:22]=[CH:23][C:2]([F:1])=[CH:3][CH:4]=2)[CH:19]=1. (6) Given the reactants [NH2:1][CH2:2][C:3]1[CH:8]=[C:7]([OH:9])[C:6]([O:10][CH2:11][CH2:12][CH3:13])=[CH:5][N:4]=1.CO[CH:16]=[C:17]1[C:26]2[C:21](=[CH:22][CH:23]=[C:24]([I:27])[CH:25]=2)[C:20](=[O:28])[NH:19][C:18]1=[O:29], predict the reaction product. The product is: [OH:9][C:7]1[C:6]([O:10][CH2:11][CH2:12][CH3:13])=[CH:5][N:4]=[C:3]([CH2:2][NH:1][CH:16]=[C:17]2[C:26]3[C:21](=[CH:22][CH:23]=[C:24]([I:27])[CH:25]=3)[C:20](=[O:28])[NH:19][C:18]2=[O:29])[CH:8]=1. (7) The product is: [F:1][C:2]1[CH:3]=[CH:4][C:5]([C:8]2[C:16]3[C:11](=[CH:12][CH:13]=[C:14]([NH:17][C:31]([NH:30][C:27]4[CH:28]=[CH:29][C:24]([F:23])=[CH:25][CH:26]=4)=[O:32])[CH:15]=3)[NH:10][N:9]=2)=[CH:6][CH:7]=1. Given the reactants [F:1][C:2]1[CH:7]=[CH:6][C:5]([C:8]2[C:16]3[C:11](=[CH:12][CH:13]=[C:14]([NH2:17])[CH:15]=3)[N:10](OCCOC)[N:9]=2)=[CH:4][CH:3]=1.[F:23][C:24]1[CH:29]=[CH:28][C:27]([N:30]=[C:31]=[O:32])=[CH:26][CH:25]=1, predict the reaction product. (8) Given the reactants FC(F)(F)S(O[C:7]1[CH2:8][CH:9]([CH3:13])[O:10][CH2:11][CH:12]=1)(=O)=O.CC1(C)C(C)(C)OB([C:24]2[N:25]=[CH:26][C:27]([NH2:30])=[N:28][CH:29]=2)O1.C([O-])([O-])=O.[Na+].[Na+], predict the reaction product. The product is: [CH3:13][CH:9]1[CH2:8][C:7]([C:24]2[N:25]=[CH:26][C:27]([NH2:30])=[N:28][CH:29]=2)=[CH:12][CH2:11][O:10]1.